The task is: Predict the reactants needed to synthesize the given product.. This data is from Full USPTO retrosynthesis dataset with 1.9M reactions from patents (1976-2016). (1) Given the product [CH3:23][C@@H:11]1[CH2:10][N:9]([CH2:8][C:5]2[CH:6]=[CH:7][C:2]([NH:1][CH3:24])=[CH:3][CH:4]=2)[CH2:14][C@H:13]([CH3:15])[N:12]1[C:16]([O:18][C:19]([CH3:21])([CH3:20])[CH3:22])=[O:17], predict the reactants needed to synthesize it. The reactants are: [NH2:1][C:2]1[CH:7]=[CH:6][C:5]([CH2:8][N:9]2[CH2:14][C@H:13]([CH3:15])[N:12]([C:16]([O:18][C:19]([CH3:22])([CH3:21])[CH3:20])=[O:17])[C@H:11]([CH3:23])[CH2:10]2)=[CH:4][CH:3]=1.[CH3:24][C@H]1CN(CC2C=CC(NC)=CC=2)CCN1C(OC(C)(C)C)=O.[BH4-].[Na+].C=O.C[O-].[Na+]. (2) Given the product [Br:1][C:2]1[CH:7]=[CH:6][C:5]([O:8][CH3:9])=[C:4]([CH2:10][CH2:11][CH2:12][CH2:13][O:14][CH3:15])[CH:3]=1, predict the reactants needed to synthesize it. The reactants are: [Br:1][C:2]1[CH:7]=[CH:6][C:5]([O:8][CH3:9])=[C:4]([CH:10]=[CH:11][CH2:12][CH2:13][O:14][CH3:15])[CH:3]=1. (3) Given the product [C:16]([O:19][C:20]1[CH:25]=[CH:24][CH:23]=[C:22]([S:5][Si:4]([CH:1]([CH3:3])[CH3:2])([CH:6]([CH3:8])[CH3:7])[CH:9]([CH3:11])[CH3:10])[CH:21]=1)(=[O:18])[CH3:17], predict the reactants needed to synthesize it. The reactants are: [CH:1]([Si:4]([CH:9]([CH3:11])[CH3:10])([CH:6]([CH3:8])[CH3:7])[SH:5])([CH3:3])[CH3:2].[H-].[Na+].[H][H].[C:16]([O:19][C:20]1[CH:25]=[CH:24][CH:23]=[C:22](I)[CH:21]=1)(=[O:18])[CH3:17].